This data is from Human liver microsome stability data. The task is: Regression/Classification. Given a drug SMILES string, predict its absorption, distribution, metabolism, or excretion properties. Task type varies by dataset: regression for continuous measurements (e.g., permeability, clearance, half-life) or binary classification for categorical outcomes (e.g., BBB penetration, CYP inhibition). Dataset: hlm. (1) The drug is CC(C)(C)CCN1C(=O)C(=C2NS(=O)(=O)c3ccccc32)C(=O)[C@@H]1C(C)(C)C. The result is 1 (stable in human liver microsomes). (2) The molecule is O=C(Nc1ccc(-c2cn[nH]c2)cc1)NC(CCO)c1cccc(F)c1. The result is 0 (unstable in human liver microsomes). (3) The compound is COC(=O)Nc1ccc(-c2cc([C@H](CC(=O)N3CC[C@@H](O)C3)NC(=O)C=Cc3cc(Cl)ccc3-n3cnnn3)c(Cl)nn2)cc1. The result is 0 (unstable in human liver microsomes). (4) The molecule is COc1ccc(-c2coc(Nc3ccc(C)cc3)n2)cc1. The result is 1 (stable in human liver microsomes). (5) The drug is Cn1c(-c2ccccn2)c(C2CCCCC2)c2ccc(C(=O)NC(C)(C)C(=O)Nc3ccc4sc(C(=O)O)cc4c3)cc21. The result is 0 (unstable in human liver microsomes). (6) The result is 0 (unstable in human liver microsomes). The molecule is C=C(C)[C@@H]1CC[C@]2(CNCCCN3CCN(C)CC3)CC[C@]3(C)[C@H](CC[C@@H]4[C@@]5(C)CC=C(c6ccc(C(=O)O)cc6)C(C)(C)[C@@H]5CC[C@]43C)[C@@H]12. (7) The drug is c1ccc(CSc2nc3ccccc3[nH]2)nc1. The result is 0 (unstable in human liver microsomes).